Task: Binary Classification. Given a miRNA mature sequence and a target amino acid sequence, predict their likelihood of interaction.. Dataset: Experimentally validated miRNA-target interactions with 360,000+ pairs, plus equal number of negative samples (1) The miRNA is hsa-miR-3671 with sequence AUCAAAUAAGGACUAGUCUGCA. The protein sequence of the target gene is MAEMNLTLVTEFLLIAFTEYPEWALPLFLLFLFMYLITVLGNLEMIILILMDHQLHAPMYFLLSHLAFMDVCYSSITVPQMLAVLLEHGAALSYTRCAAQFFLFTFFGSIDCYLLALMAYDRYLAVCQPLLYVTILTQQARLSLVAGAYVAGLISALVRTVSAFTLSFCGTSEIDFIFCDLPPLLKLTCGESYTQEVLIIMFAIFVIPASMVVILVSYLFIIVAIMGIPAGSQAKTFSTCTSHLTAVSLFFGTLIFMYLRGNSDQSSEKNRVVSVLYTEVIPMLNPLIYSLRNKEVKEAL.... Result: 1 (interaction). (2) The miRNA is hsa-miR-4801 with sequence UACACAAGAAAACCAAGGCUCA. The protein sequence of the target gene is MSLLMFTQLLLCGFLYVRVDGSRLRQEDFPPRIVEHPSDVIVSKGEPTTLNCKAEGRPTPTIEWYKDGERVETDKDDPRSHRMLLPSGSLFFLRIVHGRRSKPDEGSYVCVARNYLGEAVSRNASLEVALLRDDFRQNPTDVVVAAGEPAILECQPPRGHPEPTIYWKKDKVRIDDKEERISIRGGKLMISNTRKSDAGMYTCVGTNMVGERDSDPAELTVFERPTFLRRPINQVVLEEEAVEFRCQVQGDPQPTVRWKKDDADLPRGRYDIKDDYTLRIKKTMSTDEGTYMCIAENRVG.... Result: 1 (interaction). (3) The protein sequence of the target gene is MDTQTHSLPITHTQLHSNSQPQSRTCTRHCQTFSQSCRQSHRGSRSQSSSQSPASHRNPTGAHSSSGHQSQSPNTSPPPKRHKKTMNSHHSPMRPTILHCRCPKNRKNLEGKLKKKKMAKRIQQVYKTKTRSSGWKSN. Result: 0 (no interaction). The miRNA is ath-miR472-3p with sequence UUUUUCCUACUCCGCCCAUACC. (4) The miRNA is ssc-miR-361-3p with sequence CCCCCAGGUGUGAUUCUGAUUUGC. The protein sequence of the target gene is MDFSFSFMQGIMGNTIQQPPQLIDSANIRQEDAFDNNSDIAEDGGQTPYEATLQQGFQYPATTEDLPPLTNGYPSSISVYETQTKYQSYNQYPNGSANGFGAVRNFSPTDYYHSEIPNTRPHEILEKPSPPQPPPPPSVPQTVIPKKTGSPEIKLKITKTIQNGRELFESSLCGDLLNEVQASEHTKSKHESRKEKRKKSNKHDSSRSEERKSHKIPKLEPEEQNRPNERVDTVSEKPREEPVLKEEAPVQPILSSVPTTEVSTGVKFQVGDLVWSKVGTYPWWPCMVSSDPQLEVHTKI.... Result: 0 (no interaction).